Task: Regression/Classification. Given a drug SMILES string, predict its absorption, distribution, metabolism, or excretion properties. Task type varies by dataset: regression for continuous measurements (e.g., permeability, clearance, half-life) or binary classification for categorical outcomes (e.g., BBB penetration, CYP inhibition). Dataset: cyp2d6_veith.. Dataset: CYP2D6 inhibition data for predicting drug metabolism from PubChem BioAssay (1) The molecule is O=C(O)c1c(-c2nccc3ccccc23)[nH]c(-c2ccccc2)c1S(=O)(=O)O. The result is 0 (non-inhibitor). (2) The molecule is CC(=O)Nc1c(NC(C)C)c2ccccc2oc1=O. The result is 0 (non-inhibitor). (3) The molecule is CCC(C)NC(=O)c1cnn2c(C)c3c(nc12)CCCC3. The result is 0 (non-inhibitor). (4) The molecule is CC(C)c1ccc2nc3sc(C(=O)N4CCc5ccccc5C4)c(N)c3cc2c1. The result is 0 (non-inhibitor). (5) The drug is C/C(CCN1CCc2nc(-c3ccccc3)c(-c3ccccc3)cc2C1)=N\OC[C@@H](O)COCc1ccco1. The result is 0 (non-inhibitor). (6) The result is 0 (non-inhibitor). The drug is COc1ccccc1CN1CC2(CCN(C(=O)c3cnccn3)CC2)C1.